Dataset: Full USPTO retrosynthesis dataset with 1.9M reactions from patents (1976-2016). Task: Predict the reactants needed to synthesize the given product. The reactants are: [C:1]([C:3]1[C:4]([N:16]2[CH2:21][CH2:20][CH:19]([C:22]([OH:24])=O)[CH2:18][CH2:17]2)=[N:5][C:6]([CH2:14][F:15])=[C:7]([C:9]([O:11][CH2:12][CH3:13])=[O:10])[CH:8]=1)#[N:2].[Cl:25][C:26]1[CH:27]=[C:28]([CH2:32][S:33]([NH2:36])(=[O:35])=[O:34])[CH:29]=[CH:30][CH:31]=1. Given the product [Cl:25][C:26]1[CH:27]=[C:28]([CH:29]=[CH:30][CH:31]=1)[CH2:32][S:33]([NH:36][C:22]([CH:19]1[CH2:18][CH2:17][N:16]([C:4]2[C:3]([C:1]#[N:2])=[CH:8][C:7]([C:9]([O:11][CH2:12][CH3:13])=[O:10])=[C:6]([CH2:14][F:15])[N:5]=2)[CH2:21][CH2:20]1)=[O:24])(=[O:34])=[O:35], predict the reactants needed to synthesize it.